This data is from Experimentally validated miRNA-target interactions with 360,000+ pairs, plus equal number of negative samples. The task is: Binary Classification. Given a miRNA mature sequence and a target amino acid sequence, predict their likelihood of interaction. (1) Result: 0 (no interaction). The miRNA is hsa-miR-1910-3p with sequence GAGGCAGAAGCAGGAUGACA. The protein sequence of the target gene is MMDLRNTPAKSLDKFIEDYLLPDTCFRMQINHAIDIICGFLKERCFRGSSYPVCVSKVVKGGSSGKGTTLRGRSDADLVVFLSPLTTFQDQLNRRGEFIQEIRRQLEACQRERAFSVKFEVQAPRWGNPRALSFVLSSLQLGEGVEFDVLPAFDALGQLTGGYKPNPQIYVKLIEECTDLQKEGEFSTCFTELQRDFLKQRPTKLKSLIRLVKHWYQNCKKKLGKLPPQYALELLTVYAWERGSMKTHFNTAQGFRTVLELVINYQQLCIYWTKYYDFKNPIIEKYLRRQLTKPRPVILD.... (2) The miRNA is hsa-miR-4668-5p with sequence AGGGAAAAAAAAAAGGAUUUGUC. The protein sequence of the target gene is MTMLQESFSFDDLSVDFTQKEWQLLDPSQKNLYKDVMLENYSSLVSLGYEVMKPDVIFKLEQGEEPWVGDGEIPSSDSPEVWKVDGNMMWHQDNQDKLKIIKRGHECDAFGKNFNLNMNFVPLRKSNSEGDLDGLILKHHLDLLIPKGDYGKAESDDFNVFDNFFLHSKPEDTDTWLKYYDCDKYKESYKKSQIIIYHRNRLGEKLYECSECRKRFSKKPSLIKHQSRHIRDIAFGCGNCGKTFPQKSQFITHHRTHTGEKPYNCSQCGKAFSQKSQLTSHQRTHTGEKPYECGECGKAF.... Result: 0 (no interaction). (3) The miRNA is mmu-miR-9-5p with sequence UCUUUGGUUAUCUAGCUGUAUGA. The protein sequence of the target gene is MGKGGNQGEGSTERQAPMPTFRWEEIQKHNLRTDRWLVIDRKVYNVTKWSQRHPGGHRVIGHYSGEDATDAFRAFHLDLDFVGKFLKPLLIGELAPEEPSLDRGKSSQITEDFRALKKTAEDMNLFKTNHLFFFLLLSHIIVMESLAWFILSYFGTGWIPTLVTAFVLATSQAQAGWLQHDYGHLSVYKKSIWNHVVHKFVIGHLKGASANWWNHRHFQHHAKPNIFHKDPDIKSLHVFVLGEWQPLEYGKKKLKYLPYNHQHEYFFLIGPPLLIPMYFQYQIIMTMISRRDWVDLAWAI.... Result: 1 (interaction). (4) The miRNA is hsa-miR-8053 with sequence UGGCGAUUUUGGAACUCAAUGGCA. The protein sequence of the target gene is MESSPESLQPLEHGVAAGPASGTGSSQEGLQETRLAAGDGPGVWAAETSGGNGLGAAAARRSLPDSASPAGSPEVPGPCSSSAGLDLKDSGLESPAAAEAPLRGQYKVTASPETAVAGVGHELGTAGDAGARPDLAGTCQAELTAAGSEEPSSAGGLSSSCSDPSPPGESPSLDSLESFSNLHSFPSSCEFNSEEGAENRVPEEEEGAAVLPGAVPLCKEEEGEETAQVLAASKERFPGQSVYHIKWIQWKEENTPIITQNENGPCPLLAILNVLLLAWKVKLPPMMEIITAEQLMEYLG.... Result: 0 (no interaction). (5) The miRNA is dme-miR-13a-3p with sequence UAUCACAGCCAUUUUGAUGAGU. The protein sequence of the target gene is MVFRSPLDLYSSHFLLPNFADSHHCSLLLASSGGGSGASGGGGGAGGGGGGNRAGGGGAGGAGGGSGGGGSRAPPEELSMFQLPTLNFSPEQVASVCETLEETGDIERLGRFLWSLPVAPGACEAINKHESILRARAVVAFHTGNFRDLYHILENHKFTKESHGKLQAMWLEAHYQEAEKLRGRPLGPVDKYRVRKKFPLPRTIWDGEQKTHCFKERTRSLLREWYLQDPYPNPSKKRELAQATGLTPTQVGNWFKNRRQRDRAAAAKNRLQHQAIGPSGMRSLAEPGCPTHGSAESPST.... Result: 0 (no interaction). (6) The miRNA is hsa-miR-6777-3p with sequence UCCACUCUCCUGGCCCCCAG. The protein sequence of the target gene is METDAIDGYITCDNELSPEGEHANMAIDLTSSTPNGQHASPSHMTSTNSVKLEMQSDEECDRQPLSREDEIRGHDEGSSLEEPLIESSEVADNRKVQDLQGEGGIRLPNGKLKCDVCGMVCIGPNVLMVHKRSHTGERPFHCNQCGASFTQKGNLLRHIKLHSGEKPFKCPFCSYACRRRDALTGHLRTHSVGKPHKCNYCGRSYKQRSSLEEHKERCHNYLQNVSMEAAGQVMSHHVPPMEDCKEQEPIMDNNISLVPFERPAVIEKLTANMGKRKSSTPQKFVGEKLMRFSYPDIHFD.... Result: 0 (no interaction).